From a dataset of Orexin1 receptor HTS with 218,158 compounds and 233 confirmed actives. Binary Classification. Given a drug SMILES string, predict its activity (active/inactive) in a high-throughput screening assay against a specified biological target. (1) The molecule is s1c(N2C(=O)C3C4\C(C(C3C2=O)CC4)=C(/C)C)nc(c1C)c1ccccc1. The result is 0 (inactive). (2) The drug is O1C(C(=O)N(CCCC(=O)Nc2c(cccc2)C(OC)=O)c2ncccc12)c1ccccc1. The result is 0 (inactive). (3) The compound is OC(=O)C=1C2C3(C(CCCC3(C)C)(CC1)C)C2. The result is 0 (inactive). (4) The compound is S=C1N(C(=C(C(N1)c1ccc(OC(F)F)cc1)C(=O)N1CCOCC1)C)c1ccccc1. The result is 0 (inactive). (5) The molecule is S(Cc1n(c2c(c1C#N)cccc2)C)c1ccccc1. The result is 0 (inactive). (6) The drug is S(=O)(=O)(N1CCC2(Oc3c(C(=O)C2)cccc3)CC1)c1c(OC)ccc(OC)c1. The result is 0 (inactive).